Dataset: Forward reaction prediction with 1.9M reactions from USPTO patents (1976-2016). Task: Predict the product of the given reaction. (1) Given the reactants [OH:1][C@H:2]([C@H:18]1[O:23][CH2:22][CH2:21][N:20]([C:24]2[CH:29]=[CH:28][C:27](I)=[CH:26][CH:25]=2)[C:19]1=[O:31])[C:3]([NH:5][C:6]1[CH:11]=[CH:10][C:9]([C:12]2[NH:16][C:15](=[O:17])[O:14][N:13]=2)=[CH:8][CH:7]=1)=[O:4].CC([Si](C)(C)[O:37][CH2:38][CH2:39][C:40]1[CH:45]=[CH:44][CH:43]=[CH:42][C:41]=1B(O)O)(C)C.S1C=CC=C1B(O)O, predict the reaction product. The product is: [OH:1][C@H:2]([C@H:18]1[O:23][CH2:22][CH2:21][N:20]([C:24]2[CH:29]=[CH:28][C:27]([C:41]3[CH:42]=[CH:43][CH:44]=[CH:45][C:40]=3[CH2:39][CH2:38][OH:37])=[CH:26][CH:25]=2)[C:19]1=[O:31])[C:3]([NH:5][C:6]1[CH:11]=[CH:10][C:9]([C:12]2[NH:16][C:15](=[O:17])[O:14][N:13]=2)=[CH:8][CH:7]=1)=[O:4]. (2) Given the reactants [F:1][C:2]([F:23])([C:6]([F:22])([F:21])[C:7]1[N:11]=[C:10]([C:12]2[CH:17]=[CH:16][C:15]([N+:18]([O-])=O)=[CH:14][CH:13]=2)[NH:9][N:8]=1)[C:3]([OH:5])=[O:4].O.O.[Sn](Cl)[Cl:27].C(=O)([O-])O.[Na+], predict the reaction product. The product is: [ClH:27].[NH2:18][C:15]1[CH:14]=[CH:13][C:12]([C:10]2[NH:9][N:8]=[C:7]([C:6]([F:22])([F:21])[C:2]([F:23])([F:1])[C:3]([OH:5])=[O:4])[N:11]=2)=[CH:17][CH:16]=1. (3) The product is: [F:1][C:2]1[CH:10]=[C:9]([F:11])[C:8]([F:12])=[CH:7][C:3]=1[C:4]([N:17]=[N+:18]=[N-:19])=[O:5]. Given the reactants [F:1][C:2]1[CH:10]=[C:9]([F:11])[C:8]([F:12])=[CH:7][C:3]=1[C:4](O)=[O:5].O=S(Cl)Cl.[N-:17]=[N+:18]=[N-:19].[Na+], predict the reaction product. (4) The product is: [Si:11]([O:3][CH2:2][CH2:1][OH:4])([C:7]([CH3:10])([CH3:9])[CH3:8])([CH3:13])[CH3:12]. Given the reactants [CH2:1]([OH:4])[CH2:2][OH:3].[H-].[Na+].[C:7]([Si:11](Cl)([CH3:13])[CH3:12])([CH3:10])([CH3:9])[CH3:8].C([O-])(O)=O.[Na+], predict the reaction product. (5) Given the reactants [OH-].[K+].[Cl:3][C:4]1[CH:9]=[CH:8][C:7]([C:10]2[C:15]([C:16]([O:18]C)=[O:17])=[CH:14][CH:13]=[CH:12][N:11]=2)=[CH:6][C:5]=1[C:20]([NH:22][CH2:23][C:24]12[CH2:33][CH:28]3[CH2:29][CH:30]([CH2:32][CH:26]([CH2:27]3)[CH2:25]1)[CH2:31]2)=[O:21], predict the reaction product. The product is: [Cl:3][C:4]1[CH:9]=[CH:8][C:7]([C:10]2[C:15]([C:16]([OH:18])=[O:17])=[CH:14][CH:13]=[CH:12][N:11]=2)=[CH:6][C:5]=1[C:20]([NH:22][CH2:23][C:24]12[CH2:31][CH:30]3[CH2:29][CH:28]([CH2:27][CH:26]([CH2:32]3)[CH2:25]1)[CH2:33]2)=[O:21]. (6) Given the reactants [C:1]1([CH2:7][O:8][C:9]2[CH:14]=[CH:13][CH:12]=[CH:11][C:10]=2[C:15]2[CH:19]=[CH:18][S:17][C:16]=2[C:20]2[CH:25]=[CH:24][C:23]([CH2:26][OH:27])=[CH:22][CH:21]=2)[CH:6]=[CH:5][CH:4]=[CH:3][CH:2]=1.[CH3:28][Mg+].[Br-], predict the reaction product. The product is: [C:1]1([CH2:7][O:8][C:9]2[CH:14]=[CH:13][CH:12]=[CH:11][C:10]=2[C:15]2[CH:19]=[CH:18][S:17][C:16]=2[C:20]2[CH:21]=[CH:22][C:23]([CH:26]([OH:27])[CH3:28])=[CH:24][CH:25]=2)[CH:2]=[CH:3][CH:4]=[CH:5][CH:6]=1. (7) Given the reactants [C:1]([N:4]1[C:13]2[N:12]=[CH:11][C:10]([C:14]3[CH:15]=[C:16]([CH2:20][O:21][CH2:22][C:23]([OH:25])=O)[CH:17]=[N:18][CH:19]=3)=[CH:9][C:8]=2[CH2:7][CH2:6][CH2:5]1)(=[O:3])[NH2:2].CN(C(ON1N=N[C:36]2[CH:37]=[CH:38][CH:39]=[N:40][C:35]1=2)=[N+](C)C)C.F[P-](F)(F)(F)(F)F.N1CCCCC1.CCN(C(C)C)C(C)C, predict the reaction product. The product is: [O:25]=[C:23]([N:40]1[CH2:35][CH2:36][CH2:37][CH2:38][CH2:39]1)[CH2:22][O:21][CH2:20][C:16]1[CH:15]=[C:14]([C:10]2[CH:9]=[C:8]3[C:13](=[N:12][CH:11]=2)[N:4]([C:1]([NH2:2])=[O:3])[CH2:5][CH2:6][CH2:7]3)[CH:19]=[N:18][CH:17]=1. (8) Given the reactants [F:1][C:2]1[CH:20]=[C:19]([F:21])[CH:18]=[CH:17][C:3]=1[O:4][C:5]1[C:14]([O:15][CH3:16])=[CH:13][CH:12]=[C:11]2[C:6]=1[CH:7]=[CH:8][CH:9]=[N:10]2.N.C(O)(=[O:25])C, predict the reaction product. The product is: [F:1][C:2]1[CH:20]=[C:19]([F:21])[CH:18]=[CH:17][C:3]=1[O:4][C:5]1[C:14]([O:15][CH3:16])=[CH:13][CH:12]=[C:11]2[C:6]=1[CH:7]=[CH:8][CH:9]=[N+:10]2[O-:25]. (9) The product is: [NH2:1][C:2]1[C:3]2[C:10]([C:11]3[CH:16]=[CH:15][CH:14]=[C:13]([O:17][CH2:18][CH:19]4[CH2:24][CH2:22][CH2:21][O:20]4)[CH:12]=3)=[CH:9][N:8]([C@@H:25]3[CH2:26][C@H:27]([CH2:29][OH:30])[CH2:28]3)[C:4]=2[N:5]=[CH:6][N:7]=1. Given the reactants [NH2:1][C:2]1[C:3]2[C:10]([C:11]3[CH:16]=[CH:15][CH:14]=[C:13]([O:17][CH2:18][CH:19]4[CH2:24]C[CH2:22][CH2:21][O:20]4)[CH:12]=3)=[CH:9][N:8]([C@@H:25]3[CH2:28][C@H:27]([CH2:29][OH:30])[CH2:26]3)[C:4]=2[N:5]=[CH:6][N:7]=1.O1CCCC1COC1C=C(B2OC(C)(C)C(C)(C)O2)C=CC=1, predict the reaction product.